Predict the product of the given reaction. From a dataset of Forward reaction prediction with 1.9M reactions from USPTO patents (1976-2016). Given the reactants [CH3:1][C:2]1[N:6]([CH2:7][C:8]([F:11])([F:10])[F:9])[N:5]=[CH:4][C:3]=1[C:12]1[N:13]([C:17]2[CH:18]=[N:19][CH:20]=[CH:21][CH:22]=2)[CH2:14][CH2:15][N:16]=1.[Mn]([O-])(=O)(=O)=O.[K+].[O-2].[Al+3].[O-2].[O-2].[Al+3], predict the reaction product. The product is: [CH3:1][C:2]1[N:6]([CH2:7][C:8]([F:10])([F:11])[F:9])[N:5]=[CH:4][C:3]=1[C:12]1[N:13]([C:17]2[CH:18]=[N:19][CH:20]=[CH:21][CH:22]=2)[CH:14]=[CH:15][N:16]=1.